Dataset: Reaction yield outcomes from USPTO patents with 853,638 reactions. Task: Predict the reaction yield, written as a fraction of the theoretical maximum amount of product (1.0 means a 100% yield; for example, 0.34 means a 34% yield). (1) The reactants are [CH3:1][C:2]1[C:7]2[N:8]=[C:9]([NH2:12])[N:10]=[N:11][C:6]=2[CH:5]=[C:4]([C:13]2[CH:18]=[CH:17][CH:16]=[C:15]([N+:19]([O-:21])=[O:20])[CH:14]=2)[CH:3]=1.Br[C:23]1[CH:28]=[CH:27][C:26]([S:29]([NH:32][CH2:33][CH2:34][N:35]2[CH2:39][CH2:38][CH2:37][CH2:36]2)(=[O:31])=[O:30])=[CH:25][CH:24]=1.C(=O)([O-])[O-].[Cs+].[Cs+].C1(P(C2C=CC=CC=2)C2C3OC4C(=CC=CC=4P(C4C=CC=CC=4)C4C=CC=CC=4)C(C)(C)C=3C=CC=2)C=CC=CC=1. The catalyst is [Pd].[Pd].C(=CC(C=CC1C=CC=CC=1)=O)C1C=CC=CC=1.C(=CC(C=CC1C=CC=CC=1)=O)C1C=CC=CC=1.C(=CC(C=CC1C=CC=CC=1)=O)C1C=CC=CC=1. The product is [CH3:1][C:2]1[C:7]2[N:8]=[C:9]([NH:12][C:23]3[CH:28]=[CH:27][C:26]([S:29]([NH:32][CH2:33][CH2:34][N:35]4[CH2:36][CH2:37][CH2:38][CH2:39]4)(=[O:31])=[O:30])=[CH:25][CH:24]=3)[N:10]=[N:11][C:6]=2[CH:5]=[C:4]([C:13]2[CH:18]=[CH:17][CH:16]=[C:15]([N+:19]([O-:21])=[O:20])[CH:14]=2)[CH:3]=1. The yield is 0.390. (2) The reactants are [Si:1]([O:8][CH2:9][CH2:10][CH:11]([C:13]1[CH:18]=[CH:17][C:16]([F:19])=[C:15]([F:20])[CH:14]=1)[NH2:12])([C:4]([CH3:7])([CH3:6])[CH3:5])([CH3:3])[CH3:2].O1C[CH2:25][CH:24]([NH:27][C:28]2[N:29]=[CH:30][C:31]3[CH2:37][CH2:36][NH:35][CH2:34][C:32]=3[N:33]=2)[CH2:23]C1.Cl.ClC1C=C(C(C2[O:53][CH:52]=NC=2)N)C=CC=1Cl. No catalyst specified. The product is [Si:1]([O:8][CH2:9][CH2:10][CH:11]([NH:12][C:52]([N:35]1[CH2:36][CH2:37][C:31]2[CH:30]=[N:29][C:28]([NH:27][CH:24]([CH3:23])[CH3:25])=[N:33][C:32]=2[CH2:34]1)=[O:53])[C:13]1[CH:18]=[CH:17][C:16]([F:19])=[C:15]([F:20])[CH:14]=1)([C:4]([CH3:6])([CH3:7])[CH3:5])([CH3:3])[CH3:2]. The yield is 0.319. (3) The yield is 0.340. The product is [N:23]1([C:21]([C:20]2[CH:27]=[CH:28][C:17]([NH:14][C:9]3[N:8]=[C:7]([C:6]4[N:2]([CH3:1])[C:3]([CH3:15])=[N:4][CH:5]=4)[C:12]([F:13])=[CH:11][N:10]=3)=[CH:18][C:19]=2[O:29][C:30]([F:31])([F:32])[F:33])=[O:22])[CH2:26][CH2:25][CH2:24]1. The reactants are [CH3:1][N:2]1[C:6]([C:7]2[C:12]([F:13])=[CH:11][N:10]=[C:9]([NH2:14])[N:8]=2)=[CH:5][N:4]=[C:3]1[CH3:15].Br[C:17]1[CH:28]=[CH:27][C:20]([C:21]([N:23]2[CH2:26][CH2:25][CH2:24]2)=[O:22])=[C:19]([O:29][C:30]([F:33])([F:32])[F:31])[CH:18]=1. No catalyst specified. (4) The reactants are [Cl:1][C:2]1[C:3]([N:14]2[CH2:19][CH2:18][N:17]([C:20]([O:22][C:23]([CH3:26])([CH3:25])[CH3:24])=[O:21])[CH2:16][CH2:15]2)=[N:4][CH:5]=[C:6]([C:8](=[O:13])N(OC)C)[CH:7]=1.[CH:27]1([Mg]Br)[CH2:29][CH2:28]1. The catalyst is C1COCC1. The product is [Cl:1][C:2]1[C:3]([N:14]2[CH2:19][CH2:18][N:17]([C:20]([O:22][C:23]([CH3:24])([CH3:26])[CH3:25])=[O:21])[CH2:16][CH2:15]2)=[N:4][CH:5]=[C:6]([C:8]([CH:27]2[CH2:29][CH2:28]2)=[O:13])[CH:7]=1. The yield is 0.150. (5) The reactants are [NH2:1][C:2]1[C:7]([C:8]([C:10]2[CH:15]=[CH:14][CH:13]=[C:12]([Br:16])[N:11]=2)=[O:9])=[CH:6][CH:5]=[CH:4][N:3]=1.[Br:17]N1C(=O)CCC1=O. The catalyst is C(#N)C. The product is [NH2:1][C:2]1[C:7]([C:8]([C:10]2[CH:15]=[CH:14][CH:13]=[C:12]([Br:16])[N:11]=2)=[O:9])=[CH:6][C:5]([Br:17])=[CH:4][N:3]=1. The yield is 0.570.